This data is from Reaction yield outcomes from USPTO patents with 853,638 reactions. The task is: Predict the reaction yield, written as a fraction of the theoretical maximum amount of product (1.0 means a 100% yield; for example, 0.34 means a 34% yield). (1) The reactants are [F:1][C:2]1[CH:10]=[CH:9][C:8]([CH2:11][C:12]2[C:21]3[C:16](=[CH:17][CH:18]=[CH:19][C:20]=3[O:22][CH3:23])[C:15](=[O:24])[NH:14][N:13]=2)=[CH:7][C:3]=1[C:4](O)=[O:5].[CH3:25][O:26][CH:27]1[CH2:32][CH2:31][NH:30][CH2:29][CH2:28]1.C(N(C(C)C)C(C)C)C.CN(C(ON1N=NC2C=CC=CC1=2)=[N+](C)C)C.F[P-](F)(F)(F)(F)F. The catalyst is CN(C=O)C. The product is [F:1][C:2]1[CH:10]=[CH:9][C:8]([CH2:11][C:12]2[C:21]3[C:16](=[CH:17][CH:18]=[CH:19][C:20]=3[O:22][CH3:23])[C:15](=[O:24])[NH:14][N:13]=2)=[CH:7][C:3]=1[C:4]([N:30]1[CH2:31][CH2:32][CH:27]([O:26][CH3:25])[CH2:28][CH2:29]1)=[O:5]. The yield is 0.540. (2) The reactants are [F:1][CH2:2][CH2:3][O:4][C:5]1[CH:10]=[C:9]([N+:11]([O-])=O)[CH:8]=[CH:7][C:6]=1[C:14]1[CH:15]=[N:16][CH:17]=[CH:18][C:19]=1[CH3:20].[Cl-].[NH4+].CCO. The catalyst is [Zn].C1COCC1. The product is [F:1][CH2:2][CH2:3][O:4][C:5]1[CH:10]=[C:9]([CH:8]=[CH:7][C:6]=1[C:14]1[CH:15]=[N:16][CH:17]=[CH:18][C:19]=1[CH3:20])[NH2:11]. The yield is 0.970. (3) The reactants are [CH:1]([O:4][C:5]1[CH:13]=[CH:12][C:11]([S:14]([CH3:17])(=[O:16])=[O:15])=[CH:10][C:6]=1[C:7]([OH:9])=O)([CH3:3])[CH3:2].CN(C(ON1N=NC2C=CC=CC1=2)=[N+](C)C)C.[B-](F)(F)(F)F.C(N(C(C)C)C(C)C)C.[Br:49][C:50]1[S:54][C:53]([N:55]2[CH2:60][CH2:59][NH:58][CH2:57][CH2:56]2)=[N:52][CH:51]=1. The catalyst is O1CCCC1.C(OCC)(=O)C.CCCCCCC. The product is [Br:49][C:50]1[S:54][C:53]([N:55]2[CH2:56][CH2:57][N:58]([C:7]([C:6]3[CH:10]=[C:11]([S:14]([CH3:17])(=[O:16])=[O:15])[CH:12]=[CH:13][C:5]=3[O:4][CH:1]([CH3:2])[CH3:3])=[O:9])[CH2:59][CH2:60]2)=[N:52][CH:51]=1. The yield is 0.870. (4) The reactants are [N:1]1([C:7](=[O:9])[CH3:8])[CH2:6][CH2:5][NH:4][CH2:3][CH2:2]1.[C:10]([O-])([O-])=O.[K+].[K+].Br[C:17]([Br:20])([CH3:19])C. No catalyst specified. The product is [Br:20][CH2:17][CH2:19][CH2:10][N:4]1[CH2:5][CH2:6][N:1]([C:7](=[O:9])[CH3:8])[CH2:2][CH2:3]1. The yield is 0.320. (5) The reactants are Br[C:2]1[CH:3]=[CH:4][C:5]([O:9][CH3:10])=[C:6]([CH:8]=1)[NH2:7].[CH3:11][PH:12](=[O:14])[CH3:13].P([O-])([O-])([O-])=O.[K+].[K+].[K+]. The catalyst is CN(C=O)C.C([O-])(=O)C.[Pd+2].C([O-])(=O)C.CC1(C)C2C(=C(P(C3C=CC=CC=3)C3C=CC=CC=3)C=CC=2)OC2C(P(C3C=CC=CC=3)C3C=CC=CC=3)=CC=CC1=2. The product is [CH3:11][P:12]([C:2]1[CH:3]=[CH:4][C:5]([O:9][CH3:10])=[C:6]([CH:8]=1)[NH2:7])([CH3:13])=[O:14]. The yield is 0.850. (6) The reactants are C(OC1C(F)=CC=C2C=1C(CCN(C)C)=CN2)C1C=CC=CC=1.[CH2:24]([N:27]1[C:35]2[C:30](=[C:31]3[O:39][CH2:38][CH2:37][O:36][C:32]3=[CH:33][CH:34]=2)[C:29]([CH2:40][C:41]([NH2:43])=O)=[CH:28]1)[CH2:25][CH3:26]. No catalyst specified. The product is [CH2:24]([N:27]1[C:35]2[C:30](=[C:31]3[O:39][CH2:38][CH2:37][O:36][C:32]3=[CH:33][CH:34]=2)[C:29]([CH2:40][CH2:41][NH2:43])=[CH:28]1)[CH2:25][CH3:26]. The yield is 0.0900. (7) The reactants are [F:1][C:2]1[CH:10]=[CH:9][C:5]([C:6](O)=[O:7])=[CH:4][CH:3]=1.C(N(C(C)C)CC)(C)C.C1C=CC2N(O)N=NC=2C=1.CN([C:33]([O:37][N:38]1N=NC2C=CC=C[C:39]1=2)=[N+](C)C)C.F[P-](F)(F)(F)(F)F.Cl.CNOC. The catalyst is CN(C=O)C.CCOC(C)=O. The product is [F:1][C:2]1[CH:10]=[CH:9][C:5]([C:6]([N:38]([O:37][CH3:33])[CH3:39])=[O:7])=[CH:4][CH:3]=1. The yield is 0.790. (8) The reactants are C[Zn]C.I[C:5]1[C:13]2[C:8](=[CH:9][CH:10]=[CH:11][C:12]=2[N+:14]([O-:16])=[O:15])[N:7]([CH2:17][C:18]2[CH:23]=[CH:22][C:21]([O:24][CH3:25])=[CH:20][CH:19]=2)[N:6]=1.[CH3:26]O.Cl. The catalyst is O1CCOCC1.C1C=CC(P(C2C=CC=CC=2)[C-]2C=CC=C2)=CC=1.C1C=CC(P(C2C=CC=CC=2)[C-]2C=CC=C2)=CC=1.Cl[Pd]Cl.[Fe+2]. The product is [CH3:25][O:24][C:21]1[CH:22]=[CH:23][C:18]([CH2:17][N:7]2[C:8]3[C:13](=[C:12]([N+:14]([O-:16])=[O:15])[CH:11]=[CH:10][CH:9]=3)[C:5]([CH3:26])=[N:6]2)=[CH:19][CH:20]=1. The yield is 0.400. (9) The reactants are [CH3:1][N:2]1[C:10]2[C:5](=[CH:6][CH:7]=[C:8]([N:11]3[CH2:16][CH2:15][N:14]([CH2:17][CH2:18][C:19]4[CH:24]=[CH:23][CH:22]=[CH:21][CH:20]=4)[CH2:13][C:12]3=[O:25])[CH:9]=2)[C:4]2[CH2:26][CH2:27][N:28](C(OC(C)(C)C)=O)[CH2:29][C:3]1=2.[ClH:37]. The catalyst is CO.CCOCC. The product is [ClH:37].[CH3:1][N:2]1[C:10]2[C:5](=[CH:6][CH:7]=[C:8]([N:11]3[CH2:16][CH2:15][N:14]([CH2:17][CH2:18][C:19]4[CH:24]=[CH:23][CH:22]=[CH:21][CH:20]=4)[CH2:13][C:12]3=[O:25])[CH:9]=2)[C:4]2[CH2:26][CH2:27][NH:28][CH2:29][C:3]1=2. The yield is 0.330.